This data is from Full USPTO retrosynthesis dataset with 1.9M reactions from patents (1976-2016). The task is: Predict the reactants needed to synthesize the given product. Given the product [Si:8]([O:7][C@H:6]1[CH2:5][N:4]([C:15]([O:17][C:18]([CH3:21])([CH3:20])[CH3:19])=[O:16])[CH2:3][C@:2]1([O:1][CH3:27])[CH2:22][CH:23]=[CH2:24])([C:11]([CH3:14])([CH3:13])[CH3:12])([CH3:9])[CH3:10], predict the reactants needed to synthesize it. The reactants are: [OH:1][C@@:2]1([CH2:22][CH:23]=[CH2:24])[C@@H:6]([O:7][Si:8]([C:11]([CH3:14])([CH3:13])[CH3:12])([CH3:10])[CH3:9])[CH2:5][N:4]([C:15]([O:17][C:18]([CH3:21])([CH3:20])[CH3:19])=[O:16])[CH2:3]1.[H-].[Na+].[CH3:27]N(C=O)C.